Regression/Classification. Given a drug SMILES string, predict its absorption, distribution, metabolism, or excretion properties. Task type varies by dataset: regression for continuous measurements (e.g., permeability, clearance, half-life) or binary classification for categorical outcomes (e.g., BBB penetration, CYP inhibition). Dataset: cyp3a4_veith. From a dataset of CYP3A4 inhibition data for predicting drug metabolism from PubChem BioAssay. (1) The drug is Cc1ccc(-c2nc3ncccn3c2NC(=O)C2CC2)cc1. The result is 0 (non-inhibitor). (2) The molecule is CCOC(=O)c1c(NC(=O)Cn2nc([N+](=O)[O-])c(Br)c2C)sc2c1CCC(C)C2. The result is 0 (non-inhibitor). (3) The compound is CN[C@@H]1C[C@@H](c2ccc(Cl)c(Cl)c2)c2ccccc21. The result is 1 (inhibitor). (4) The drug is COCCn1c(=O)c(CCc2ccccc2)nc2cnc(Oc3ccc(OC)cc3)nc21. The result is 1 (inhibitor). (5) The drug is COc1ccc(-c2nc3cnc(N4CCOCC4)nc3n(C3CC3)c2=O)cc1. The result is 0 (non-inhibitor). (6) The compound is COc1cccc(Cn2c(=O)c(-c3cccc(Cl)c3)nc3cncnc32)c1. The result is 1 (inhibitor). (7) The drug is O=C(O)C[C@H](Cc1ccccc1)C(=O)O. The result is 0 (non-inhibitor). (8) The molecule is COC(=O)[C@@]1(Cc2ccc(OC)cc2)[C@H]2c3cc(C(=O)N4CCCC4)n(CCc4ccc(O)c(O)c4)c3C[C@H]2CN1C(=O)c1ccccc1. The result is 1 (inhibitor). (9) The compound is CCn1c(NCc2cc(Br)ccc2NS(=O)(=O)c2ccc(C)cc2)nc2ccccc21. The result is 1 (inhibitor).